From a dataset of Full USPTO retrosynthesis dataset with 1.9M reactions from patents (1976-2016). Predict the reactants needed to synthesize the given product. Given the product [NH2:1][C:2]1[N:3]=[C:4]([Cl:14])[C:5]2[C:11](=[O:13])[CH2:10][CH2:9][NH:8][C:6]=2[N:7]=1, predict the reactants needed to synthesize it. The reactants are: [NH2:1][C:2]1[N:7]=[C:6]([NH:8][CH2:9][CH2:10][C:11]([OH:13])=O)[CH:5]=[C:4]([Cl:14])[N:3]=1.[NH4+].[OH-].